Dataset: Reaction yield outcomes from USPTO patents with 853,638 reactions. Task: Predict the reaction yield, written as a fraction of the theoretical maximum amount of product (1.0 means a 100% yield; for example, 0.34 means a 34% yield). The reactants are CON(C)[C:4](=[O:20])[C:5]1[CH:10]=[CH:9][C:8]([C:11]2[CH:15]=[C:14]([C:16]([F:19])([F:18])[F:17])[O:13][N:12]=2)=[CH:7][CH:6]=1.[CH:22]1([Mg]Br)[CH2:27][CH2:26][CH2:25][CH2:24][CH2:23]1. The catalyst is C1COCC1. The product is [CH:22]1([C:4]([C:5]2[CH:6]=[CH:7][C:8]([C:11]3[CH:15]=[C:14]([C:16]([F:17])([F:18])[F:19])[O:13][N:12]=3)=[CH:9][CH:10]=2)=[O:20])[CH2:27][CH2:26][CH2:25][CH2:24][CH2:23]1. The yield is 0.250.